Dataset: Forward reaction prediction with 1.9M reactions from USPTO patents (1976-2016). Task: Predict the product of the given reaction. (1) Given the reactants [NH2:1][CH2:2][C:3]1[CH:8]=[CH:7][C:6]([B:9]([OH:11])[OH:10])=[CH:5][CH:4]=1.[CH3:12][C:13]([N:16]1[C:20]([C:21](Cl)=[O:22])=[CH:19][C:18]([CH3:24])=[N:17]1)([CH3:15])[CH3:14].C(N(CC)CC)C, predict the reaction product. The product is: [CH3:15][C:13]([N:16]1[C:20]([C:21]([NH:1][CH2:2][C:3]2[CH:4]=[CH:5][C:6]([B:9]([OH:11])[OH:10])=[CH:7][CH:8]=2)=[O:22])=[CH:19][C:18]([CH3:24])=[N:17]1)([CH3:12])[CH3:14]. (2) The product is: [ClH:1].[Cl:1][C:2]1[CH:7]=[CH:6][CH:5]=[CH:4][C:3]=1[C:8]([CH:10]1[CH2:11][CH2:12][NH:13][CH2:14][CH2:15]1)=[O:9]. Given the reactants [Cl:1][C:2]1[CH:7]=[CH:6][CH:5]=[CH:4][C:3]=1[C:8]([CH:10]1[CH2:15][CH2:14][N:13](C(OC(C)(C)C)=O)[CH2:12][CH2:11]1)=[O:9].Cl.O1CCOCC1, predict the reaction product. (3) The product is: [Br:20][CH2:2][C:3]1[CH:4]=[C:5]([C:9]2[CH:14]=[CH:13][C:12]([C:15]([O:17][CH3:18])=[O:16])=[CH:11][CH:10]=2)[CH:6]=[CH:7][CH:8]=1. Given the reactants O[CH2:2][C:3]1[CH:4]=[C:5]([C:9]2[CH:14]=[CH:13][C:12]([C:15]([O:17][CH3:18])=[O:16])=[CH:11][CH:10]=2)[CH:6]=[CH:7][CH:8]=1.P(Br)(Br)[Br:20], predict the reaction product. (4) Given the reactants [CH2:1]([N:4]1[C:8]([C:9]2[CH:14]=[CH:13][CH:12]=[CH:11][C:10]=2C=C)=[C:7]([CH:17]2[CH2:22][CH2:21][CH2:20][CH2:19][CH2:18]2)[C:6]2[S:23][C:24]([C:26]([O:28][CH3:29])=[O:27])=[CH:25][C:5]1=2)[CH:2]=[CH2:3], predict the reaction product. The product is: [CH:17]1([C:7]2[C:6]3[S:23][C:24]([C:26]([O:28][CH3:29])=[O:27])=[CH:25][C:5]=3[N:4]3[CH2:1][CH:2]=[CH:3][C:10]4[CH:11]=[CH:12][CH:13]=[CH:14][C:9]=4[C:8]=23)[CH2:18][CH2:19][CH2:20][CH2:21][CH2:22]1. (5) Given the reactants [Cl:1][C:2]1[C:7]([O:8][CH3:9])=[CH:6][C:5]([O:10][CH3:11])=[CH:4][C:3]=1[C:12]1[C:23](=[O:24])[N:22]([CH2:25][C:26]([CH3:37])([C:28]2[CH:33]=[CH:32][C:31]([N+:34]([O-])=O)=[CH:30][CH:29]=2)[CH3:27])[C:15]2[N:16]=[C:17]([NH:20][CH3:21])[N:18]=[CH:19][C:14]=2[CH:13]=1, predict the reaction product. The product is: [NH2:34][C:31]1[CH:32]=[CH:33][C:28]([C:26]([CH3:37])([CH3:27])[CH2:25][N:22]2[C:15]3[N:16]=[C:17]([NH:20][CH3:21])[N:18]=[CH:19][C:14]=3[CH:13]=[C:12]([C:3]3[CH:4]=[C:5]([O:10][CH3:11])[CH:6]=[C:7]([O:8][CH3:9])[C:2]=3[Cl:1])[C:23]2=[O:24])=[CH:29][CH:30]=1. (6) Given the reactants [N:1]([C@@H:4]([CH:8]([C:16]1[CH:21]=[CH:20][C:19]([Cl:22])=[CH:18][CH:17]=1)[C:9]1[CH:14]=[CH:13][C:12]([Cl:15])=[CH:11][CH:10]=1)[C:5](O)=[O:6])=[N+]=[N-].[NH2:23][C:24]1[CH:54]=[CH:53][CH:52]=[C:51]([F:55])[C:25]=1[CH2:26][CH2:27][C@H:28]1[O:33][CH2:32][C@@H:31]([CH2:34][O:35][C:36](=[O:43])[NH:37][CH2:38][C:39]([F:42])([F:41])[F:40])[N:30](C(OC(C)(C)C)=O)[CH2:29]1, predict the reaction product. The product is: [Cl:15][C:12]1[CH:13]=[CH:14][C:9]([CH:8]([C:16]2[CH:21]=[CH:20][C:19]([Cl:22])=[CH:18][CH:17]=2)[C@@H:4]([C:5]([NH:23][C:24]2[CH:54]=[CH:53][CH:52]=[C:51]([F:55])[C:25]=2[CH2:26][CH2:27][C@H:28]2[O:33][CH2:32][C@@H:31]([CH2:34][O:35][C:36](=[O:43])[NH:37][CH2:38][C:39]([F:40])([F:42])[F:41])[NH:30][CH2:29]2)=[O:6])[NH:1][C:36]([O:35][CH3:34])=[O:43])=[CH:10][CH:11]=1. (7) Given the reactants [CH3:1][C:2]1[O:6][N:5]=[C:4]([C:7]2[N:12]=[C:11]([NH:13]C(=O)C(C)(C)C)[CH:10]=[CH:9][CH:8]=2)[CH:3]=1, predict the reaction product. The product is: [CH3:1][C:2]1[O:6][N:5]=[C:4]([C:7]2[N:12]=[C:11]([NH2:13])[CH:10]=[CH:9][CH:8]=2)[CH:3]=1.